This data is from Forward reaction prediction with 1.9M reactions from USPTO patents (1976-2016). The task is: Predict the product of the given reaction. Given the reactants Br[C:2]1[CH:3]=[C:4]([NH:10][C:11]2[CH:16]=[CH:15][C:14]([C:17]([N:19]3[CH2:24][CH2:23][O:22][CH2:21][C@@H:20]3[CH3:25])=[O:18])=[CH:13][N:12]=2)[C:5](=[O:9])[N:6]([CH3:8])[CH:7]=1.[C:26]([O:29][CH2:30][C:31]1[C:32]([N:46]2[CH2:57][CH2:56][N:55]3[C:48](=[CH:49][C:50]4[CH2:51][C:52]([CH3:59])([CH3:58])[CH2:53][C:54]=43)[C:47]2=[O:60])=[N:33][CH:34]=[CH:35][C:36]=1B1OC(C)(C)C(C)(C)O1)(=[O:28])[CH3:27].[O-]P([O-])([O-])=O.[K+].[K+].[K+].C([O-])(=O)C.[Na+], predict the reaction product. The product is: [C:26]([O:29][CH2:30][C:31]1[C:32]([N:46]2[CH2:57][CH2:56][N:55]3[C:48](=[CH:49][C:50]4[CH2:51][C:52]([CH3:59])([CH3:58])[CH2:53][C:54]=43)[C:47]2=[O:60])=[N:33][CH:34]=[CH:35][C:36]=1[C:2]1[CH:3]=[C:4]([NH:10][C:11]2[CH:16]=[CH:15][C:14]([C:17]([N:19]3[CH2:24][CH2:23][O:22][CH2:21][C@@H:20]3[CH3:25])=[O:18])=[CH:13][N:12]=2)[C:5](=[O:9])[N:6]([CH3:8])[CH:7]=1)(=[O:28])[CH3:27].